This data is from Catalyst prediction with 721,799 reactions and 888 catalyst types from USPTO. The task is: Predict which catalyst facilitates the given reaction. (1) Reactant: [C:1]([C:5]1[CH:6]=[C:7]([C:12]([CH3:16])([CH3:15])[C:13]#[N:14])[CH:8]=C(C)[CH:10]=1)([CH3:4])([CH3:3])[CH3:2].OS(O)(=O)=O.[CH3:22][C:23]([OH:25])=[O:24]. Product: [C:1]([C:5]1[CH:10]=[C:22]([CH:8]=[C:7]([C:12]([C:13]#[N:14])([CH3:16])[CH3:15])[CH:6]=1)[C:23]([OH:25])=[O:24])([CH3:4])([CH3:2])[CH3:3]. The catalyst class is: 6. (2) Product: [CH3:14][Si:15]([CH3:17])([CH3:16])[C:2]1[CH:7]=[C:6]([OH:8])[CH:5]=[N:4][CH:3]=1. The catalyst class is: 1. Reactant: Br[C:2]1[CH:3]=[N:4][CH:5]=[C:6]([OH:8])[CH:7]=1.C([Li])CCC.[CH3:14][Si:15](Cl)([CH3:17])[CH3:16].[F-].C([N+](CCCC)(CCCC)CCCC)CCC. (3) Reactant: [CH3:1][C:2]1[C:3]([CH3:21])=[CH:4][C:5]2[N:14]([CH2:15][CH:16]=O)[C:13]3[C:8]([C:9](=[O:19])[NH:10][C:11](=[O:18])[N:12]=3)=[N:7][C:6]=2[CH:20]=1.[NH2:22][CH2:23][C:24]1[CH:32]=[CH:31][C:27]([C:28]([OH:30])=[O:29])=[CH:26][CH:25]=1.C(O)(=O)C.C([BH3-])#N.[Na+]. Product: [CH3:1][C:2]1[C:3]([CH3:21])=[CH:4][C:5]2[N:14]([CH2:15][CH2:16][NH:22][CH2:23][C:24]3[CH:25]=[CH:26][C:27]([C:28]([OH:30])=[O:29])=[CH:31][CH:32]=3)[C:13]3[C:8]([C:9](=[O:19])[NH:10][C:11](=[O:18])[N:12]=3)=[N:7][C:6]=2[CH:20]=1. The catalyst class is: 5. (4) Reactant: C([O-])=O.[NH4+].[NH2:5][C:6]1[N:10]([C:11]([CH3:14])([CH3:13])[CH3:12])[N:9]=[C:8]([C:15]2[CH:20]=[CH:19][C:18]([O:21]CC3C=CC=CC=3)=[CH:17][CH:16]=2)[C:7]=1[C:29]([NH2:31])=[O:30]. Product: [NH2:5][C:6]1[N:10]([C:11]([CH3:14])([CH3:13])[CH3:12])[N:9]=[C:8]([C:15]2[CH:20]=[CH:19][C:18]([OH:21])=[CH:17][CH:16]=2)[C:7]=1[C:29]([NH2:31])=[O:30]. The catalyst class is: 403. (5) Reactant: [CH2:1]([C:5]1[CH:10]=[CH:9][C:8]([C:11]#[C:12][C:13]2[CH:32]=[CH:31][C:16]([CH2:17][NH:18][C:19]3[CH:20]=[C:21]([CH:27]=[CH:28][C:29]=3[F:30])[C:22]([O:24][CH2:25][CH3:26])=[O:23])=[CH:15][CH:14]=2)=[CH:7][CH:6]=1)[CH2:2][CH2:3][CH3:4].[CH:33]1([CH2:38][CH2:39][C:40](Cl)=[O:41])[CH2:37][CH2:36][CH2:35][CH2:34]1. Product: [CH2:1]([C:5]1[CH:6]=[CH:7][C:8]([C:11]#[C:12][C:13]2[CH:32]=[CH:31][C:16]([CH2:17][N:18]([C:40](=[O:41])[CH2:39][CH2:38][CH:33]3[CH2:37][CH2:36][CH2:35][CH2:34]3)[C:19]3[CH:20]=[C:21]([CH:27]=[CH:28][C:29]=3[F:30])[C:22]([O:24][CH2:25][CH3:26])=[O:23])=[CH:15][CH:14]=2)=[CH:9][CH:10]=1)[CH2:2][CH2:3][CH3:4]. The catalyst class is: 142. (6) Reactant: [Br:1][C:2]1[CH:3]=[C:4]([F:14])[C:5]([O:11][CH2:12][CH3:13])=[C:6]([O:8][CH2:9][CH3:10])[CH:7]=1.C([O-])(=O)C.[Na+].[Br:20]Br.S([O-])([O-])(=O)=S.[Na+].[Na+]. Product: [Br:1][C:2]1[CH:7]=[C:6]([O:8][CH2:9][CH3:10])[C:5]([O:11][CH2:12][CH3:13])=[C:4]([F:14])[C:3]=1[Br:20]. The catalyst class is: 86.